From a dataset of Reaction yield outcomes from USPTO patents with 853,638 reactions. Predict the reaction yield, written as a fraction of the theoretical maximum amount of product (1.0 means a 100% yield; for example, 0.34 means a 34% yield). (1) The reactants are Cl.CN(C)CCCN=C=NCC.ON1C2C=CC=CC=2N=N1.[F:23][C:24]1[CH:25]=[C:26]([CH:30]=[CH:31][C:32]=1[N+:33]([O-:35])=[O:34])[C:27]([OH:29])=O.[CH2:36]([NH:41][CH2:42][CH2:43][CH:44]([CH3:46])[CH3:45])[CH2:37][CH:38]([CH3:40])[CH3:39]. The product is [F:23][C:24]1[CH:25]=[C:26]([CH:30]=[CH:31][C:32]=1[N+:33]([O-:35])=[O:34])[C:27]([N:41]([CH2:42][CH2:43][CH:44]([CH3:46])[CH3:45])[CH2:36][CH2:37][CH:38]([CH3:39])[CH3:40])=[O:29]. The yield is 0.650. The catalyst is C(Cl)(Cl)Cl.C1COCC1. (2) The reactants are [CH2:1]([O:8][CH2:9][CH2:10][NH:11][C:12](=[O:18])[C:13]([CH3:17])([CH3:16])[CH2:14][OH:15])[C:2]1[CH:7]=[CH:6][CH:5]=[CH:4][CH:3]=1.[NH2:19][C:20]1[CH:27]=[CH:26][CH:25]=[C:24](F)[C:21]=1[C:22]#[N:23]. No catalyst specified. The product is [NH2:19][C:20]1[C:21]([C:22]#[N:23])=[C:24]([CH:25]=[CH:26][CH:27]=1)[O:15][CH2:14][C:13]([CH3:16])([CH3:17])[C:12]([NH:11][CH2:10][CH2:9][O:8][CH2:1][C:2]1[CH:7]=[CH:6][CH:5]=[CH:4][CH:3]=1)=[O:18]. The yield is 0.820. (3) The reactants are [NH:1]1[C:5]2[CH:6]=[CH:7][CH:8]=[CH:9][C:4]=2[N:3]=[C:2]1[NH:10][C:11]1[CH:16]=[CH:15][C:14]([C:17]2[CH:22]=[CH:21][C:20]([C:23]([C@@H:25]3[CH2:29][CH2:28][CH2:27][C@H:26]3[C:30]([O:32]C)=[O:31])=[O:24])=[CH:19][CH:18]=2)=[CH:13][C:12]=1[F:34].[OH-].[Na+]. The catalyst is CO.C1COCC1. The product is [NH:1]1[C:5]2[CH:6]=[CH:7][CH:8]=[CH:9][C:4]=2[N:3]=[C:2]1[NH:10][C:11]1[CH:16]=[CH:15][C:14]([C:17]2[CH:22]=[CH:21][C:20]([C:23]([C@@H:25]3[CH2:29][CH2:28][CH2:27][C@H:26]3[C:30]([OH:32])=[O:31])=[O:24])=[CH:19][CH:18]=2)=[CH:13][C:12]=1[F:34]. The yield is 0.310. (4) The reactants are [CH3:1][C:2]([O:5][C:6]([NH:8][C@@H:9]([C:16]([OH:18])=O)[C:10]1[CH:15]=[CH:14][CH:13]=[CH:12][CH:11]=1)=[O:7])([CH3:4])[CH3:3].[F:19][C:20]1[CH:28]=[CH:27][C:23]([CH2:24][CH2:25][NH2:26])=[CH:22][CH:21]=1.C1CN([P+](Br)(N2CCCC2)N2CCCC2)CC1.F[P-](F)(F)(F)(F)F. The catalyst is C(Cl)Cl. The product is [C:2]([O:5][C:6](=[O:7])[NH:8][C@H:9]([C:16](=[O:18])[NH:26][CH2:25][CH2:24][C:23]1[CH:27]=[CH:28][C:20]([F:19])=[CH:21][CH:22]=1)[C:10]1[CH:11]=[CH:12][CH:13]=[CH:14][CH:15]=1)([CH3:1])([CH3:3])[CH3:4]. The yield is 0.960. (5) The reactants are [CH2:1]([N:8]1[C:12]2([CH2:16][CH2:15][NH:14][CH2:13]2)[CH2:11][CH2:10][CH2:9]1)[C:2]1[CH:7]=[CH:6][CH:5]=[CH:4][CH:3]=1.Br[C:18]1[CH:19]=[N:20][CH:21]=[C:22]([O:24][CH2:25][CH3:26])[CH:23]=1.CC(C)([O-])C.[K+]. The catalyst is C1(C)C=CC=CC=1.C1C=CC(/C=C/C(/C=C/C2C=CC=CC=2)=O)=CC=1.C1C=CC(/C=C/C(/C=C/C2C=CC=CC=2)=O)=CC=1.C1C=CC(/C=C/C(/C=C/C2C=CC=CC=2)=O)=CC=1.[Pd].[Pd].C1(P(C2C=CC=CC=2)C2C=CC3C(=CC=CC=3)C=2C2C3C(=CC=CC=3)C=CC=2P(C2C=CC=CC=2)C2C=CC=CC=2)C=CC=CC=1. The product is [CH2:1]([N:8]1[C:12]2([CH2:16][CH2:15][N:14]([C:18]3[CH:19]=[N:20][CH:21]=[C:22]([O:24][CH2:25][CH3:26])[CH:23]=3)[CH2:13]2)[CH2:11][CH2:10][CH2:9]1)[C:2]1[CH:3]=[CH:4][CH:5]=[CH:6][CH:7]=1. The yield is 0.690. (6) The reactants are [C:1]1([C:7]2[C:8]([N:25]3[CH2:30][CH2:29][NH:28][CH2:27][CH2:26]3)=[C:9]3[C:15]([NH:16][C:17](=[O:24])[C:18]4[CH:23]=[CH:22][CH:21]=[N:20][CH:19]=4)=[CH:14][NH:13][C:10]3=[N:11][CH:12]=2)[CH:6]=[CH:5][CH:4]=[CH:3][CH:2]=1.[C:31]([O:35][C:36]([NH:38][CH2:39][CH2:40][C:41](O)=[O:42])=[O:37])([CH3:34])([CH3:33])[CH3:32].C1C=CC2N(O)N=NC=2C=1.O.CCN=C=NCCCN(C)C.CCN(C(C)C)C(C)C.C([O-])([O-])=O.[Na+].[Na+]. The catalyst is C(Cl)Cl. The product is [C:17]([NH:16][C:15]1[C:9]2[C:10](=[N:11][CH:12]=[C:7]([C:1]3[CH:6]=[CH:5][CH:4]=[CH:3][CH:2]=3)[C:8]=2[N:25]2[CH2:26][CH2:27][N:28]([C:41](=[O:42])[CH2:40][CH2:39][NH:38][C:36](=[O:37])[O:35][C:31]([CH3:32])([CH3:33])[CH3:34])[CH2:29][CH2:30]2)[NH:13][CH:14]=1)(=[O:24])[C:18]1[CH:23]=[CH:22][CH:21]=[N:20][CH:19]=1. The yield is 0.909. (7) The reactants are Cl.[CH3:2][NH:3][CH2:4][C:5]([C:7]1[CH:12]=[CH:11][CH:10]=[CH:9][CH:8]=1)=O.[S-:13][C:14]#[N:15].[K+].O. The catalyst is C(O)(=O)C. The product is [CH3:2][N:3]1[CH:4]=[C:5]([C:7]2[CH:12]=[CH:11][CH:10]=[CH:9][CH:8]=2)[NH:15][C:14]1=[S:13]. The yield is 0.470. (8) The reactants are C[O:2][CH:3]=[CH:4][C:5]1[C:6]([CH3:17])=[N:7][N:8]([C:11]2[CH:16]=[CH:15][CH:14]=[CH:13][CH:12]=2)[C:9]=1[CH3:10].O.C1(C)C=CC(S(O)(=O)=O)=CC=1.Cl. The catalyst is C(O)(C)C.O. The product is [CH3:17][C:6]1[C:5]([CH2:4][CH:3]=[O:2])=[C:9]([CH3:10])[N:8]([C:11]2[CH:16]=[CH:15][CH:14]=[CH:13][CH:12]=2)[N:7]=1. The yield is 0.600. (9) The reactants are Cl[C:2]1[C:3]([NH:19][C:20]2[CH:24]=[C:23]([CH:25]3[CH2:27][CH2:26]3)[NH:22][N:21]=2)=[N:4][C:5]([NH:9][C@H:10]([C:12]2[CH:17]=[CH:16][C:15]([F:18])=[CH:14][CH:13]=2)[CH3:11])=[C:6](Cl)[CH:7]=1.CCOCC. The catalyst is Cl. The product is [CH:25]1([C:23]2[NH:22][N:21]=[C:20]([NH:19][C:3]3[CH:2]=[CH:7][CH:6]=[C:5]([NH:9][C@H:10]([C:12]4[CH:17]=[CH:16][C:15]([F:18])=[CH:14][CH:13]=4)[CH3:11])[N:4]=3)[CH:24]=2)[CH2:27][CH2:26]1. The yield is 0.250. (10) The reactants are [F:1][C:2]1[CH:3]=[C:4]([C@H:8]2[CH2:12][CH2:11][CH2:10][N:9]2[C:13]2[CH:18]=[CH:17][N:16]3[N:19]=[CH:20][C:21]([NH2:22])=[C:15]3[N:14]=2)[CH:5]=[CH:6][CH:7]=1.C1N=CN([C:28]([N:30]2[CH:34]=N[CH:32]=[CH:31]2)=[O:29])C=1.N1CC[O:38][CH2:37]C1. The catalyst is C(Cl)Cl. The product is [F:1][C:2]1[CH:3]=[C:4]([C@H:8]2[CH2:12][CH2:11][CH2:10][N:9]2[C:13]2[CH:18]=[CH:17][N:16]3[N:19]=[CH:20][C:21]([NH:22][C:28]([N:30]4[CH2:31][CH2:32][O:38][CH2:37][CH2:34]4)=[O:29])=[C:15]3[N:14]=2)[CH:5]=[CH:6][CH:7]=1. The yield is 1.00.